This data is from NCI-60 drug combinations with 297,098 pairs across 59 cell lines. The task is: Regression. Given two drug SMILES strings and cell line genomic features, predict the synergy score measuring deviation from expected non-interaction effect. Drug 1: CCC1(CC2CC(C3=C(CCN(C2)C1)C4=CC=CC=C4N3)(C5=C(C=C6C(=C5)C78CCN9C7C(C=CC9)(C(C(C8N6C=O)(C(=O)OC)O)OC(=O)C)CC)OC)C(=O)OC)O.OS(=O)(=O)O. Drug 2: C1CNP(=O)(OC1)N(CCCl)CCCl. Cell line: SK-MEL-5. Synergy scores: CSS=0.476, Synergy_ZIP=-0.998, Synergy_Bliss=-2.15, Synergy_Loewe=-3.70, Synergy_HSA=-3.89.